Dataset: Peptide-MHC class I binding affinity with 185,985 pairs from IEDB/IMGT. Task: Regression. Given a peptide amino acid sequence and an MHC pseudo amino acid sequence, predict their binding affinity value. This is MHC class I binding data. (1) The peptide sequence is TPVEHGLVL. The MHC is HLA-A26:01 with pseudo-sequence HLA-A26:01. The binding affinity (normalized) is 0.0847. (2) The peptide sequence is TVKSMILHEIL. The MHC is HLA-A02:05 with pseudo-sequence HLA-A02:05. The binding affinity (normalized) is 0.142.